This data is from Catalyst prediction with 721,799 reactions and 888 catalyst types from USPTO. The task is: Predict which catalyst facilitates the given reaction. (1) Reactant: [NH2:1][C:2]1[CH:7]=[CH:6][C:5]([C:8]2[C:9]3[S:16][C:15]([C:17]4[CH2:18][CH2:19][N:20]([C:23]([N:25]5[CH2:30][CH2:29][O:28][CH2:27][CH2:26]5)=[O:24])[CH2:21][CH:22]=4)=[CH:14][C:10]=3[N:11]=[CH:12][N:13]=2)=[CH:4][CH:3]=1.[CH3:31][S:32](Cl)(=[O:34])=[O:33]. Product: [N:25]1([C:23]([N:20]2[CH2:19][CH:18]=[C:17]([C:15]3[S:16][C:9]4[C:8]([C:5]5[CH:4]=[CH:3][C:2]([NH:1][S:32]([CH3:31])(=[O:34])=[O:33])=[CH:7][CH:6]=5)=[N:13][CH:12]=[N:11][C:10]=4[CH:14]=3)[CH2:22][CH2:21]2)=[O:24])[CH2:26][CH2:27][O:28][CH2:29][CH2:30]1. The catalyst class is: 17. (2) Reactant: [CH2:1]([O:3][C:4]([C:6]1[O:10][N:9]=[C:8]([CH2:11][CH3:12])[C:7]=1[CH3:13])=[O:5])[CH3:2].C1C(=O)N([Br:21])C(=O)C1.C(OOC(=O)C1C=CC=CC=1)(=O)C1C=CC=CC=1. Product: [CH2:1]([O:3][C:4]([C:6]1[O:10][N:9]=[C:8]([CH2:11][CH3:12])[C:7]=1[CH2:13][Br:21])=[O:5])[CH3:2]. The catalyst class is: 53. (3) Reactant: C(Cl)(=O)C(Cl)=O.[C:7]1([CH2:13][O:14][C:15]2[CH:23]=[CH:22][C:21]([S:24]([N:27]3[CH2:32][CH2:31][CH2:30][CH2:29][CH2:28]3)(=[O:26])=[O:25])=[CH:20][C:16]=2[C:17]([OH:19])=O)[CH:12]=[CH:11][CH:10]=[CH:9][CH:8]=1.[N:33]1[CH:38]=[CH:37][CH:36]=[C:35]([NH2:39])[CH:34]=1.C(N(C(C)C)CC)(C)C. Product: [C:7]1([CH2:13][O:14][C:15]2[CH:23]=[CH:22][C:21]([S:24]([N:27]3[CH2:28][CH2:29][CH2:30][CH2:31][CH2:32]3)(=[O:25])=[O:26])=[CH:20][C:16]=2[C:17]([NH:39][C:35]2[CH:34]=[N:33][CH:38]=[CH:37][CH:36]=2)=[O:19])[CH:12]=[CH:11][CH:10]=[CH:9][CH:8]=1. The catalyst class is: 4. (4) Reactant: COC1C=CC(P2(SP(C3C=CC(OC)=CC=3)(=S)S2)=[S:10])=CC=1.[F:23][C:24]([F:38])([F:37])[C:25]1[CH:30]=[CH:29][N:28]2[C:31]([C:34]([NH2:36])=O)=[CH:32][N:33]=[C:27]2[N:26]=1. Product: [F:23][C:24]([F:38])([F:37])[C:25]1[CH:30]=[CH:29][N:28]2[C:31]([C:34](=[S:10])[NH2:36])=[CH:32][N:33]=[C:27]2[N:26]=1. The catalyst class is: 11. (5) Reactant: [Cl:1][C:2]1[CH:7]=[C:6]2[NH:8][C:9](=[O:27])[C@:10]3([CH:15]([CH:16]([CH3:18])[CH3:17])[CH2:14][C:13](=[S:19])[NH:12][C@H:11]3[C:20]3[CH:25]=[CH:24][CH:23]=[C:22]([Cl:26])[CH:21]=3)[C:5]2=[CH:4][CH:3]=1.I[CH3:29]. Product: [Cl:1][C:2]1[CH:7]=[C:6]2[NH:8][C:9](=[O:27])[C@:10]3([CH:15]([CH:16]([CH3:18])[CH3:17])[CH2:14][C:13]([S:19][CH3:29])=[N:12][C@H:11]3[C:20]3[CH:25]=[CH:24][CH:23]=[C:22]([Cl:26])[CH:21]=3)[C:5]2=[CH:4][CH:3]=1. The catalyst class is: 68. (6) Reactant: C([Mg]Br)C.[C:5]([C:14]1[CH:19]=[C:18]([O:20][CH3:21])[CH:17]=[CH:16][C:15]=1[OH:22])([C:8]1[CH:13]=[CH:12][CH:11]=[CH:10][CH:9]=1)([CH3:7])[CH3:6].[CH2:23]=[O:24].C(N(CC)CC)C. Product: [C:5]([C:14]1[CH:19]=[C:18]([O:20][CH3:21])[CH:17]=[C:16]([CH:23]=[O:24])[C:15]=1[OH:22])([C:8]1[CH:9]=[CH:10][CH:11]=[CH:12][CH:13]=1)([CH3:7])[CH3:6]. The catalyst class is: 182. (7) Reactant: [CH3:1][O:2][C:3]([C:5]1[S:6][CH:7]=[CH:8][C:9]=1[NH2:10])=[O:4].[Br-:11].[Br-].[Br-].C1([N+](C)(C)C)C=CC=CC=1.C1([N+](C)(C)C)C=CC=CC=1.C1([N+](C)(C)C)C=CC=CC=1.C(=O)([O-])[O-].[Ca+2]. Product: [NH2:10][C:9]1[CH:8]=[C:7]([Br:11])[S:6][C:5]=1[C:3]([O:2][CH3:1])=[O:4]. The catalyst class is: 61. (8) Reactant: [Cl:1][C:2]1[N:7]=[C:6]([C:8]([O:10][CH3:11])=[O:9])[CH:5]=[C:4](Cl)[N:3]=1.Cl.[NH2:14][C@@H:15]([CH3:20])[C:16]([O:18][CH3:19])=[O:17].CCN(C(C)C)C(C)C. Product: [Cl:1][C:2]1[N:7]=[C:6]([C:8]([O:10][CH3:11])=[O:9])[CH:5]=[C:4]([NH:14][C@@H:15]([CH3:20])[C:16]([O:18][CH3:19])=[O:17])[N:3]=1. The catalyst class is: 10. (9) Reactant: [Br:1]Br.[S:3]1[CH:7]=[CH:6][N:5]=[C:4]1[C:8](=[O:10])[CH3:9]. Product: [Br:1][CH2:9][C:8]([C:4]1[S:3][CH:7]=[CH:6][N:5]=1)=[O:10]. The catalyst class is: 52.